From a dataset of Aqueous solubility values for 9,982 compounds from the AqSolDB database. Regression/Classification. Given a drug SMILES string, predict its absorption, distribution, metabolism, or excretion properties. Task type varies by dataset: regression for continuous measurements (e.g., permeability, clearance, half-life) or binary classification for categorical outcomes (e.g., BBB penetration, CYP inhibition). For this dataset (solubility_aqsoldb), we predict Y. (1) The compound is CCCCCCCCOC(=O)c1ccc(O)c(I)c1. The Y is -4.67 log mol/L. (2) The molecule is NCCN1CCNCC1. The Y is -0.111 log mol/L. (3) The molecule is S=C=NCCc1ccccc1. The Y is -3.17 log mol/L. (4) The drug is Nc1ccc(S(=O)(=O)Nc2ccn(Cc3ccccc3)c(=O)n2)cc1. The Y is -4.80 log mol/L. (5) The molecule is Cc1ccccc1N. The Y is -0.854 log mol/L. (6) The molecule is O=P([O-])([O-])[O-].[Sr+2]. The Y is -3.47 log mol/L. (7) The compound is Oc1c(Br)c(Br)c(Br)c(Br)c1Br. The Y is -6.60 log mol/L.